From a dataset of Catalyst prediction with 721,799 reactions and 888 catalyst types from USPTO. Predict which catalyst facilitates the given reaction. (1) Reactant: Br[C:2]1[CH:7]=[CH:6][C:5]([S:8]([CH2:11][C@@H:12]2[CH2:17][C@H:16]([N:18]([CH:20]([CH3:22])[CH3:21])[CH3:19])[CH2:15][CH2:14][C@@H:13]2[NH:23][C:24](=[O:39])[CH2:25][C:26]2[NH:30][C:29]3[CH:31]=[CH:32][CH:33]=[C:34]([C:35]([F:38])([F:37])[F:36])[C:28]=3[N:27]=2)(=[O:10])=[O:9])=[CH:4][CH:3]=1.[Br-].[CH2:41]([Zn+])[CH2:42][CH3:43]. Product: [CH:20]([N:18]([CH3:19])[C@@H:16]1[CH2:15][CH2:14][C@H:13]([NH:23][C:24](=[O:39])[CH2:25][C:26]2[NH:30][C:29]3[CH:31]=[CH:32][CH:33]=[C:34]([C:35]([F:38])([F:37])[F:36])[C:28]=3[N:27]=2)[C@H:12]([CH2:11][S:8]([C:5]2[CH:6]=[CH:7][C:2]([CH2:41][CH2:42][CH3:43])=[CH:3][CH:4]=2)(=[O:10])=[O:9])[CH2:17]1)([CH3:22])[CH3:21]. The catalyst class is: 176. (2) Reactant: [CH3:1][C:2]1[O:6][N:5]=[C:4]([C:7]2[CH:12]=[CH:11][CH:10]=[CH:9][CH:8]=2)[C:3]=1[CH2:13][OH:14].[H-].[Na+].Cl[C:18]1[CH:19]=[CH:20][C:21]2[N:22]([C:24]([C:27]3[O:28][CH:29]=[CH:30][CH:31]=3)=[N:25][N:26]=2)[N:23]=1. Product: [O:28]1[CH:29]=[CH:30][CH:31]=[C:27]1[C:24]1[N:22]2[N:23]=[C:18]([O:14][CH2:13][C:3]3[C:4]([C:7]4[CH:12]=[CH:11][CH:10]=[CH:9][CH:8]=4)=[N:5][O:6][C:2]=3[CH3:1])[CH:19]=[CH:20][C:21]2=[N:26][N:25]=1. The catalyst class is: 3. (3) Reactant: [H-].[Na+].[C:3]([O:11][CH2:12][CH3:13])(=[O:10])[CH2:4][C:5]([O:7][CH2:8][CH3:9])=[O:6].Br[CH2:15][CH:16]([CH2:43]Br)[CH2:17][C:18]1[CH:23]=[CH:22][C:21]([C:24]2[S:25][C:26]3[C:31]([N:32]=2)=[CH:30][CH:29]=[C:28]([C:33]2([C:36]4[CH:41]=[CH:40][CH:39]=[CH:38][CH:37]=4)[CH2:35][CH2:34]2)[N:27]=3)=[C:20]([F:42])[CH:19]=1. Product: [F:42][C:20]1[CH:19]=[C:18]([CH2:17][CH:16]2[CH2:43][C:4]([C:5]([O:7][CH2:8][CH3:9])=[O:6])([C:3]([O:11][CH2:12][CH3:13])=[O:10])[CH2:15]2)[CH:23]=[CH:22][C:21]=1[C:24]1[S:25][C:26]2[C:31]([N:32]=1)=[CH:30][CH:29]=[C:28]([C:33]1([C:36]3[CH:37]=[CH:38][CH:39]=[CH:40][CH:41]=3)[CH2:34][CH2:35]1)[N:27]=2. The catalyst class is: 3. (4) Reactant: [CH3:1][C:2]1[CH:11]=[CH:10][C:9]2[C:4](=[CH:5][CH:6]=[C:7]([C:12]([O:14]C)=O)[CH:8]=2)[N:3]=1.[NH3:16]. Product: [CH3:1][C:2]1[CH:11]=[CH:10][C:9]2[C:4](=[CH:5][CH:6]=[C:7]([C:12]([NH2:16])=[O:14])[CH:8]=2)[N:3]=1. The catalyst class is: 5. (5) Reactant: [H-].[Na+].[OH:3][CH:4]1[CH2:9][CH2:8][S:7][CH2:6][CH2:5]1.Cl.[Cl:11][C:12]1[CH:13]=[C:14]([CH:27]=[CH:28][C:29]=1[F:30])[NH:15][C:16]1[C:25]2[C:20](=[CH:21][CH:22]=[CH:23][C:24]=2F)[N:19]=[CH:18][N:17]=1. Product: [Cl:11][C:12]1[CH:13]=[C:14]([CH:27]=[CH:28][C:29]=1[F:30])[NH:15][C:16]1[C:25]2[C:20](=[CH:21][CH:22]=[CH:23][C:24]=2[O:3][CH:4]2[CH2:9][CH2:8][S:7][CH2:6][CH2:5]2)[N:19]=[CH:18][N:17]=1. The catalyst class is: 3. (6) Reactant: C([O:8][C:9]1[C:10]([C@:19]2([CH2:42][O:43]CC3C=CC=CC=3)[C:27]3[C:22](=[CH:23][CH:24]=[CH:25][CH:26]=3)[N:21]([CH:28]([C:35]3[CH:40]=[CH:39][CH:38]=[CH:37][CH:36]=3)[C:29]3[CH:34]=[CH:33][CH:32]=[CH:31][CH:30]=3)[C:20]2=[O:41])=[CH:11][C:12]2[O:17][CH2:16][CH2:15][O:14][C:13]=2[CH:18]=1)C1C=CC=CC=1. Product: [C:35]1([CH:28]([C:29]2[CH:34]=[CH:33][CH:32]=[CH:31][CH:30]=2)[N:21]2[C:22]3[C:27](=[CH:26][CH:25]=[CH:24][CH:23]=3)[C@:19]([C:10]3[C:9]([OH:8])=[CH:18][C:13]4[O:14][CH2:15][CH2:16][O:17][C:12]=4[CH:11]=3)([CH2:42][OH:43])[C:20]2=[O:41])[CH:36]=[CH:37][CH:38]=[CH:39][CH:40]=1. The catalyst class is: 304.